From a dataset of Forward reaction prediction with 1.9M reactions from USPTO patents (1976-2016). Predict the product of the given reaction. Given the reactants [NH2:1][C:2]1[CH:3]=[CH:4][C:5]([CH3:20])=[C:6]([N:8]2[CH2:19][CH2:18][C:11]3[N:12]=[C:13]([NH:16][CH3:17])[N:14]=[CH:15][C:10]=3[CH2:9]2)[CH:7]=1.[N:21]([C:24]1[CH:29]=[CH:28][CH:27]=[C:26]([C:30]([F:33])([F:32])[F:31])[CH:25]=1)=[C:22]=[O:23].CCCCCC, predict the reaction product. The product is: [CH3:20][C:5]1[CH:4]=[CH:3][C:2]([NH:1][C:22]([NH:21][C:24]2[CH:29]=[CH:28][CH:27]=[C:26]([C:30]([F:31])([F:32])[F:33])[CH:25]=2)=[O:23])=[CH:7][C:6]=1[N:8]1[CH2:19][CH2:18][C:11]2[N:12]=[C:13]([NH:16][CH3:17])[N:14]=[CH:15][C:10]=2[CH2:9]1.